Dataset: Retrosynthesis with 50K atom-mapped reactions and 10 reaction types from USPTO. Task: Predict the reactants needed to synthesize the given product. (1) Given the product Cc1c(Cc2ccc(F)cc2)cnc(C(=O)NO)c1O, predict the reactants needed to synthesize it. The reactants are: COC(=O)c1ncc(Cc2ccc(F)cc2)c(C)c1O.NO. (2) Given the product CCOC(Cn1c(Cl)nc2ccccc21)OCC, predict the reactants needed to synthesize it. The reactants are: CCOC(CBr)OCC.Clc1nc2ccccc2[nH]1. (3) Given the product CN(C)CCCN=C1CC(c2ccc(Cl)c(Cl)c2)Cc2c1c(=O)c1cc(Cl)ccc1n2O, predict the reactants needed to synthesize it. The reactants are: CN(C)CCCN.O=C1CC(c2ccc(Cl)c(Cl)c2)Cc2c1c(=O)c1cc(Cl)ccc1n2O. (4) The reactants are: COC(=O)[C@@H](N)C(C)C.C[C@H](NC(=O)Cc1ccccc1)C(=O)O. Given the product COC(=O)[C@@H](NC(=O)[C@H](C)NC(=O)Cc1ccccc1)C(C)C, predict the reactants needed to synthesize it. (5) Given the product CN(C)CCCn1ncc2cc(CCc3ccc(O)cc3)ccc2c1=O, predict the reactants needed to synthesize it. The reactants are: CN(C)CCCn1ncc2cc(/C=C/c3ccc(O)cc3)ccc2c1=O. (6) Given the product O=C(O)Cn1ccc(C(F)(F)F)n1, predict the reactants needed to synthesize it. The reactants are: CCOC(=O)Cn1ccc(C(F)(F)F)n1. (7) The reactants are: COC(=O)c1nn(-c2ccc(Cl)cc2Cl)c(-c2ccc(OC)cc2)c1C.O=C1CCC(=O)N1Br. Given the product COC(=O)c1nn(-c2ccc(Cl)cc2Cl)c(-c2ccc(OC)cc2)c1CBr, predict the reactants needed to synthesize it.